From a dataset of Full USPTO retrosynthesis dataset with 1.9M reactions from patents (1976-2016). Predict the reactants needed to synthesize the given product. Given the product [CH:26]1([CH2:25][O:45][NH:44][C:19]([C:10]2[C:9]([NH:8][C:5]3[CH:6]=[CH:7][C:2]([Br:1])=[CH:3][C:4]=3[Cl:22])=[C:17]([F:18])[C:13]3[N:14]=[CH:15][NH:16][C:12]=3[CH:11]=2)=[O:20])[CH2:27][CH2:28]1, predict the reactants needed to synthesize it. The reactants are: [Br:1][C:2]1[CH:7]=[CH:6][C:5]([NH:8][C:9]2[C:10]([C:19](O)=[O:20])=[CH:11][C:12]3[NH:16][CH:15]=[N:14][C:13]=3[C:17]=2[F:18])=[C:4]([Cl:22])[CH:3]=1.C1C=[CH:25][C:26]2N(O)N=N[C:27]=2[CH:28]=1.C(N(CC)CC)C.Cl.C1([N:44](C)[OH:45])CC1.CCN=C=NCCCN(C)C.